From a dataset of Full USPTO retrosynthesis dataset with 1.9M reactions from patents (1976-2016). Predict the reactants needed to synthesize the given product. (1) Given the product [Br:1][C:2]1[CH:27]=[CH:26][C:5]([O:6][C:7]2[CH:12]=[CH:11][CH:10]=[CH:9][C:8]=2[NH:13][S:14]([C:17]2[CH:25]=[CH:24][C:20]([C:21]([NH:43][C@H:40]3[CH2:41][CH2:42][C@H:37]([CH2:36][CH2:35][N:30]4[CH2:34][CH2:33][CH2:32][CH2:31]4)[CH2:38][CH2:39]3)=[O:22])=[CH:19][CH:18]=2)(=[O:15])=[O:16])=[CH:4][CH:3]=1, predict the reactants needed to synthesize it. The reactants are: [Br:1][C:2]1[CH:27]=[CH:26][C:5]([O:6][C:7]2[CH:12]=[CH:11][CH:10]=[CH:9][C:8]=2[NH:13][S:14]([C:17]2[CH:25]=[CH:24][C:20]([C:21](O)=[O:22])=[CH:19][CH:18]=2)(=[O:16])=[O:15])=[CH:4][CH:3]=1.Cl.Cl.[N:30]1([CH2:35][CH2:36][C@H:37]2[CH2:42][CH2:41][C@H:40]([NH2:43])[CH2:39][CH2:38]2)[CH2:34][CH2:33][CH2:32][CH2:31]1. (2) Given the product [CH3:55][CH2:54][CH2:53][CH2:52][CH2:51][CH2:50][O:49][C:47](/[N:4]=[C:2](\[NH2:3])/[C:5]1[CH:6]=[CH:7][C:8]([NH:11][CH2:12][C:13]2[N:17]([CH3:18])[C:16]3[CH:19]=[CH:20][C:21]([C:23]([N:25]([C:26]4[CH:31]=[CH:30][CH:29]=[CH:28][N:27]=4)[CH2:32][CH2:33][C:34]([O:36][CH2:37][CH3:38])=[O:35])=[O:24])=[CH:22][C:15]=3[N:14]=2)=[CH:9][CH:10]=1)=[O:48], predict the reactants needed to synthesize it. The reactants are: Cl.[C:2]([C:5]1[CH:10]=[CH:9][C:8]([NH:11][CH2:12][C:13]2[N:17]([CH3:18])[C:16]3[CH:19]=[CH:20][C:21]([C:23]([N:25]([CH2:32][CH2:33][C:34]([O:36][CH2:37][CH3:38])=[O:35])[C:26]4[CH:31]=[CH:30][CH:29]=[CH:28][N:27]=4)=[O:24])=[CH:22][C:15]=3[N:14]=2)=[CH:7][CH:6]=1)(=[NH:4])[NH2:3].C(N(CC)CC)C.Cl[C:47]([O:49][CH2:50][CH2:51][CH2:52][CH2:53][CH2:54][CH3:55])=[O:48].O. (3) Given the product [CH2:1]([CH:3]1[CH2:26][N:25]([CH2:28][CH2:29][CH2:30][CH2:31][CH2:32][CH2:33][C:34]([O:36][CH2:37][CH3:38])=[O:35])[C:6]2=[N:7][C:8]([C:18]3[CH:19]=[CH:20][C:21]([CH3:24])=[CH:22][CH:23]=3)=[C:9]([C:11]3[CH:16]=[CH:15][C:14]([CH3:17])=[CH:13][CH:12]=3)[N:10]=[C:5]2[CH2:4]1)[CH3:2], predict the reactants needed to synthesize it. The reactants are: [CH2:1]([CH:3]1[CH2:26][NH:25][C:6]2=[N:7][C:8]([C:18]3[CH:23]=[CH:22][C:21]([CH3:24])=[CH:20][CH:19]=3)=[C:9]([C:11]3[CH:16]=[CH:15][C:14]([CH3:17])=[CH:13][CH:12]=3)[N:10]=[C:5]2[CH2:4]1)[CH3:2].O=[CH:28][CH2:29][CH2:30][CH2:31][CH2:32][CH2:33][C:34]([O:36][CH2:37][CH3:38])=[O:35].[BH-](OC(C)=O)(OC(C)=O)OC(C)=O.[Na+]. (4) Given the product [CH3:27][C:25]([CH3:28])([O:24][C:22]([N:1]([C:22]([O:24][C:25]([CH3:28])([CH3:27])[CH3:26])=[O:23])[C:2]1[N:7]=[C:6]([C:8]2[CH:9]=[CH:10][C:11]3[N:12]([CH:14]=[C:15]([C:17]([O:19][CH2:20][CH3:21])=[O:18])[N:16]=3)[CH:13]=2)[CH:5]=[CH:4][CH:3]=1)=[O:23])[CH3:26], predict the reactants needed to synthesize it. The reactants are: [NH2:1][C:2]1[N:7]=[C:6]([C:8]2[CH:9]=[CH:10][C:11]3[N:12]([CH:14]=[C:15]([C:17]([O:19][CH2:20][CH3:21])=[O:18])[N:16]=3)[CH:13]=2)[CH:5]=[CH:4][CH:3]=1.[C:22](O[C:22]([O:24][C:25]([CH3:28])([CH3:27])[CH3:26])=[O:23])([O:24][C:25]([CH3:28])([CH3:27])[CH3:26])=[O:23].